From a dataset of Forward reaction prediction with 1.9M reactions from USPTO patents (1976-2016). Predict the product of the given reaction. (1) Given the reactants Br[CH2:2][C:3]([NH:5][C@@H:6]([CH3:30])[C:7]([O:9][CH2:10][N:11]1[C:16](=[O:17])[CH2:15][CH2:14][CH:13]([N:18]2[C:26](=[O:27])[C:25]3[C:20](=[CH:21][CH:22]=[CH:23][CH:24]=3)[C:19]2=[O:28])[C:12]1=[O:29])=[O:8])=[O:4].[CH2:31]([NH:33][CH2:34][CH3:35])[CH3:32], predict the reaction product. The product is: [CH2:31]([N:33]([CH2:34][CH3:35])[CH2:2][C:3]([NH:5][C@@H:6]([CH3:30])[C:7]([O:9][CH2:10][N:11]1[C:16](=[O:17])[CH2:15][CH2:14][CH:13]([N:18]2[C:26](=[O:27])[C:25]3[C:20](=[CH:21][CH:22]=[CH:23][CH:24]=3)[C:19]2=[O:28])[C:12]1=[O:29])=[O:8])=[O:4])[CH3:32]. (2) Given the reactants C(=O)([O-])[O-].[K+].[K+].[C:7]1([OH:13])[CH:12]=[CH:11][CH:10]=[CH:9][CH:8]=1.CN(C)C(=O)C.Br[C:21]1[C:22](Cl)=[N:23][CH:24]=[C:25]([N+:27]([O-:29])=[O:28])[CH:26]=1, predict the reaction product. The product is: [N+:27]([C:25]1[CH:26]=[C:21]2[C:8]3[CH:9]=[CH:10][CH:11]=[CH:12][C:7]=3[O:13][C:22]2=[N:23][CH:24]=1)([O-:29])=[O:28].